From a dataset of Reaction yield outcomes from USPTO patents with 853,638 reactions. Predict the reaction yield, written as a fraction of the theoretical maximum amount of product (1.0 means a 100% yield; for example, 0.34 means a 34% yield). (1) The reactants are [C:1]12([C:11]3[CH:30]=[CH:29][C:14]([O:15][CH2:16][C:17]([NH:19][C:20]4[CH:21]=[N:22][CH:23]=[C:24]([CH:28]=4)[C:25](O)=[O:26])=[O:18])=[CH:13][CH:12]=3)[CH2:10][CH:5]3[CH2:6][CH:7]([CH2:9][CH:3]([CH2:4]3)[CH2:2]1)[CH2:8]2.[NH2:31][CH2:32][CH2:33][CH2:34][N:35]1[CH:39]=[CH:38][N:37]=[CH:36]1.C1CN([P+](ON2N=NC3C=CC=CC2=3)(N2CCCC2)N2CCCC2)CC1.F[P-](F)(F)(F)(F)F.CO. The catalyst is CN(C1C=CN=CC=1)C.CN(C=O)C. The product is [C:1]12([C:11]3[CH:30]=[CH:29][C:14]([O:15][CH2:16][C:17]([NH:19][C:20]4[CH:21]=[N:22][CH:23]=[C:24]([CH:28]=4)[C:25]([NH:31][CH2:32][CH2:33][CH2:34][N:35]4[CH:39]=[CH:38][N:37]=[CH:36]4)=[O:26])=[O:18])=[CH:13][CH:12]=3)[CH2:10][CH:5]3[CH2:4][CH:3]([CH2:9][CH:7]([CH2:6]3)[CH2:8]1)[CH2:2]2. The yield is 0.490. (2) The reactants are [OH:1][N:2]=[C:3]([Cl:14])[C@H:4]1[CH2:8][O:7][C:6]2([CH2:13][CH2:12][CH2:11][CH2:10][CH2:9]2)[O:5]1.[CH3:15][S:16](Cl)(=[O:18])=[O:17].C(N(C(C)C)C(C)C)C. The catalyst is C1COCC1. The product is [CH3:15][S:16]([O:1][N:2]=[C:3]([Cl:14])[C@H:4]1[CH2:8][O:7][C:6]2([CH2:13][CH2:12][CH2:11][CH2:10][CH2:9]2)[O:5]1)(=[O:18])=[O:17]. The yield is 0.738. (3) The reactants are [NH2:1][CH2:2][C:3]1[CH:4]=[C:5]([CH:31]=[CH:32][CH:33]=1)[CH2:6][N:7]([CH2:20][C:21]1[CH:26]=[CH:25][C:24]([C:27]([F:30])([F:29])[F:28])=[CH:23][CH:22]=1)[S:8]([C:11]1[CH:16]=[C:15]([Cl:17])[CH:14]=[C:13]([Cl:18])[C:12]=1[OH:19])(=[O:10])=[O:9].C(N(CC)C(C)C)(C)C.[C:43](N1C=CN=C1)(N1C=CN=C1)=[O:44].Cl.[Cl:56][C:57]1[CH:62]=[CH:61][CH:60]=[CH:59][C:58]=1[N:63]1[CH2:68][CH2:67][NH:66][CH2:65][CH2:64]1. The catalyst is CN(C=O)C. The product is [Cl:56][C:57]1[CH:62]=[CH:61][CH:60]=[CH:59][C:58]=1[N:63]1[CH2:68][CH2:67][N:66]([C:43]([NH:1][CH2:2][C:3]2[CH:33]=[CH:32][CH:31]=[C:5]([CH2:6][N:7]([CH2:20][C:21]3[CH:22]=[CH:23][C:24]([C:27]([F:29])([F:28])[F:30])=[CH:25][CH:26]=3)[S:8]([C:11]3[CH:16]=[C:15]([Cl:17])[CH:14]=[C:13]([Cl:18])[C:12]=3[OH:19])(=[O:9])=[O:10])[CH:4]=2)=[O:44])[CH2:65][CH2:64]1. The yield is 0.620. (4) The yield is 0.265. The reactants are [CH3:1][O:2][C:3]1[CH:4]=[C:5]2[C:10](=[CH:11][CH:12]=1)[C:9](=[N:13][OH:14])[CH2:8][CH2:7][CH2:6]2.C([Li])CCC.[C:20]1([C:26]2[C:30]([C:31]([F:34])([F:33])[F:32])=[C:29]([C:35](OC)=O)[O:28][N:27]=2)[CH:25]=[CH:24][CH:23]=[CH:22][CH:21]=1.S(=O)(=O)(O)O. The catalyst is C1COCC1. The product is [CH3:1][O:2][C:3]1[CH:4]=[C:5]2[C:10](=[CH:11][CH:12]=1)[C:9]1=[N:13][O:14][C:35]([C:29]3[O:28][N:27]=[C:26]([C:20]4[CH:25]=[CH:24][CH:23]=[CH:22][CH:21]=4)[C:30]=3[C:31]([F:34])([F:32])[F:33])=[C:8]1[CH2:7][CH2:6]2. (5) The reactants are Br[C:2]1[N:7]=[CH:6][C:5]([CH2:8][N:9]([CH3:11])[CH3:10])=[CH:4][CH:3]=1.C([Li])CCC.[CH2:17]1[O:27][C:20]2([CH2:25][CH2:24][C:23](=[O:26])[CH2:22][CH2:21]2)[O:19][CH2:18]1. The catalyst is C1COCC1.CCOCC. The product is [CH3:10][N:9]([CH2:8][C:5]1[CH:4]=[CH:3][C:2]([C:23]2([OH:26])[CH2:24][CH2:25][C:20]3([O:27][CH2:17][CH2:18][O:19]3)[CH2:21][CH2:22]2)=[N:7][CH:6]=1)[CH3:11]. The yield is 0.540.